Dataset: Reaction yield outcomes from USPTO patents with 853,638 reactions. Task: Predict the reaction yield, written as a fraction of the theoretical maximum amount of product (1.0 means a 100% yield; for example, 0.34 means a 34% yield). (1) The reactants are CC1(C)[O:6][C:5](=O)[C@H:4]([C@@H:8]([C:13]([N:15]2[CH2:20][CH2:19][N:18]([C:21]3[S:25][N:24]=[C:23]([C:26]4[CH:31]=[CH:30][CH:29]=[CH:28][CH:27]=4)[N:22]=3)[CH2:17][CH2:16]2)=[O:14])[CH2:9][CH:10]([CH3:12])[CH3:11])[O:3]1.[NH2:33][OH:34]. The catalyst is CC(O)C. The product is [OH:34][NH:33][C:5](=[O:6])[C@@H:4]([OH:3])[C@@H:8]([C:13]([N:15]1[CH2:16][CH2:17][N:18]([C:21]2[S:25][N:24]=[C:23]([C:26]3[CH:31]=[CH:30][CH:29]=[CH:28][CH:27]=3)[N:22]=2)[CH2:19][CH2:20]1)=[O:14])[CH2:9][CH:10]([CH3:12])[CH3:11]. The yield is 1.00. (2) The reactants are [Cl-].[CH3:2][N:3]([CH3:40])[C:4]1[CH:5]=[C:6]2[C:15](=[CH:16][CH:17]=1)[C:14]([C:18]1[CH:23]=[C:22]([O:24][CH3:25])[C:21]([N:26]([CH2:34][CH3:35])[CH2:27][CH2:28][CH2:29][C:30]([O:32]C)=[O:31])=[CH:20][C:19]=1[OH:36])=[C:13]1[C:8](=[CH:9][C:10](=[N+:37]([CH3:39])[CH3:38])[CH:11]=[CH:12]1)[O:7]2.[OH-].[K+]. The catalyst is C(O)(=O)C. The product is [CH3:40][N:3]([CH3:2])[C:4]1[CH:5]=[C:6]2[C:15](=[CH:16][CH:17]=1)[C:14]([C:18]1[C:19]([OH:36])=[CH:20][C:21]([N:26]([CH2:34][CH3:35])[CH2:27][CH2:28][CH2:29][C:30]([O-:32])=[O:31])=[C:22]([O:24][CH3:25])[CH:23]=1)=[C:13]1[C:8](=[CH:9][C:10](=[N+:37]([CH3:39])[CH3:38])[CH:11]=[CH:12]1)[O:7]2. The yield is 0.980. (3) The reactants are [NH2:1][C:2]1[N:7]=[CH:6][N:5]=[C:4]2[N:8]([CH:24]3[CH2:27][C:26]4([CH2:32][CH2:31][N:30](C(OC(C)(C)C)=O)[CH2:29][CH2:28]4)[CH2:25]3)[N:9]=[C:10]([C:11]3[CH:16]=[CH:15][C:14]([O:17][C:18]4[CH:23]=[CH:22][CH:21]=[CH:20][CH:19]=4)=[CH:13][CH:12]=3)[C:3]=12.Cl. The catalyst is C(Cl)Cl.O1CCOCC1. The product is [O:17]([C:14]1[CH:13]=[CH:12][C:11]([C:10]2[C:3]3[C:4](=[N:5][CH:6]=[N:7][C:2]=3[NH2:1])[N:8]([CH:24]3[CH2:27][C:26]4([CH2:32][CH2:31][NH:30][CH2:29][CH2:28]4)[CH2:25]3)[N:9]=2)=[CH:16][CH:15]=1)[C:18]1[CH:19]=[CH:20][CH:21]=[CH:22][CH:23]=1. The yield is 0.0860.